Dataset: Catalyst prediction with 721,799 reactions and 888 catalyst types from USPTO. Task: Predict which catalyst facilitates the given reaction. (1) Reactant: [NH2:1][C:2]1[C:3]([F:17])=[C:4]2[C:8](=[CH:9][C:10]=1[F:11])[C:7](=O)[CH:6]([CH2:13][CH2:14][CH2:15][CH3:16])[CH2:5]2.[OH-:18].[K+].C=C[C@@H]1[C@@H]2C[C@H]([C@@H](O)C3C4C(=CC=CC=4)N=CC=3)[N+](CC3C=CC(C(F)(F)F)=CC=3)(CC2)C1.[Br-].[CH:54]([C:56]([CH2:58][CH2:59][CH3:60])=[O:57])=[CH2:55]. Product: [NH2:1][C:2]1[C:3]([F:17])=[C:4]2[C:8](=[CH:9][C:10]=1[F:11])[C:7](=[O:18])[C:6]([CH2:13][CH2:14][CH2:15][CH3:16])([CH2:55][CH2:54][C:56](=[O:57])[CH2:58][CH2:59][CH3:60])[CH2:5]2. The catalyst class is: 308. (2) Reactant: [Cl:1][C:2]1[CH:14]=[CH:13][C:5]([O:6][CH2:7][C:8]([O:10]CC)=[O:9])=[C:4]([CH2:15][N:16]2[CH2:21][CH2:20][NH:19][CH2:18][CH2:17]2)[CH:3]=1.[S:22](Cl)(Cl)(=[O:24])=[O:23].[OH-].[Na+].[C:29](O)(=O)[CH3:30]. Product: [Cl:1][C:2]1[CH:14]=[CH:13][C:5]([O:6][CH2:7][C:8]([OH:10])=[O:9])=[C:4]([CH2:15][N:16]2[CH2:17][CH2:18][N:19]([S:22]([C:30]3[CH:29]=[CH:4][CH:3]=[CH:2][CH:14]=3)(=[O:24])=[O:23])[CH2:20][CH2:21]2)[CH:3]=1. The catalyst class is: 531. (3) Product: [CH:1]1([NH:4][C:5](=[O:30])[CH:6]([OH:29])[CH:7]([NH:11][C:12]([C@@H:14]2[C@H:18]3[CH2:19][CH2:20][CH2:21][C@H:17]3[CH2:16][NH:15]2)=[O:13])[CH2:8][CH2:9][CH3:10])[CH2:3][CH2:2]1. The catalyst class is: 2. Reactant: [CH:1]1([NH:4][C:5](=[O:30])[CH:6]([OH:29])[CH:7]([NH:11][C:12]([C@@H:14]2[C@H:18]3[CH2:19][CH2:20][CH2:21][C@H:17]3[CH2:16][N:15]2C(OC(C)(C)C)=O)=[O:13])[CH2:8][CH2:9][CH3:10])[CH2:3][CH2:2]1.C(O)(C(F)(F)F)=O.